This data is from Full USPTO retrosynthesis dataset with 1.9M reactions from patents (1976-2016). The task is: Predict the reactants needed to synthesize the given product. (1) The reactants are: C(O[C:4](=[O:22])[CH2:5][N:6]1[CH2:10][C@H:9]([O:11][CH3:12])[C@@H:8]([NH:13][C:14]([C:16]2[S:17][C:18]([Cl:21])=[CH:19][CH:20]=2)=[O:15])[CH2:7]1)C.[NH2:23][C:24]1[CH:29]=[CH:28][C:27]([N:30]2[CH2:35][CH2:34][O:33][CH2:32][C:31]2=[O:36])=[CH:26][C:25]=1[F:37]. Given the product [F:37][C:25]1[CH:26]=[C:27]([N:30]2[CH2:35][CH2:34][O:33][CH2:32][C:31]2=[O:36])[CH:28]=[CH:29][C:24]=1[NH:23][C:4]([CH2:5][N:6]1[CH2:10][C@H:9]([O:11][CH3:12])[C@@H:8]([NH:13][C:14]([C:16]2[S:17][C:18]([Cl:21])=[CH:19][CH:20]=2)=[O:15])[CH2:7]1)=[O:22], predict the reactants needed to synthesize it. (2) Given the product [CH3:20][C:21]1[CH:22]=[C:23]([S:27][C:7]2[CH:8]=[C:9]3[C:14](=[CH:15][CH:16]=2)[C:13](=[O:17])[CH2:12][CH2:11][CH2:10]3)[CH:24]=[CH:25][CH:26]=1, predict the reactants needed to synthesize it. The reactants are: FC(F)(F)S(O[C:7]1[CH:16]=[CH:15][C:14]2[C:13](=[O:17])[CH2:12][CH2:11][CH2:10][C:9]=2[CH:8]=1)(=O)=O.[CH3:20][C:21]1[CH:22]=[C:23]([SH:27])[CH:24]=[CH:25][CH:26]=1.CCN(C(C)C)C(C)C. (3) Given the product [CH:6]([C:5]1[CH:8]=[CH:9][C:2]([O:1][C:11]([CH3:20])([CH3:19])[C:12]([O:14][C:15]([CH3:18])([CH3:17])[CH3:16])=[O:13])=[CH:3][CH:4]=1)=[O:7], predict the reactants needed to synthesize it. The reactants are: [OH:1][C:2]1[CH:9]=[CH:8][C:5]([CH:6]=[O:7])=[CH:4][CH:3]=1.Br[C:11]([CH3:20])([CH3:19])[C:12]([O:14][C:15]([CH3:18])([CH3:17])[CH3:16])=[O:13].C(=O)([O-])[O-].[Cs+].[Cs+].C(N(CC)CC)C.